Dataset: NCI-60 drug combinations with 297,098 pairs across 59 cell lines. Task: Regression. Given two drug SMILES strings and cell line genomic features, predict the synergy score measuring deviation from expected non-interaction effect. (1) Drug 2: CN(CC1=CN=C2C(=N1)C(=NC(=N2)N)N)C3=CC=C(C=C3)C(=O)NC(CCC(=O)O)C(=O)O. Cell line: MDA-MB-231. Synergy scores: CSS=30.8, Synergy_ZIP=5.07, Synergy_Bliss=6.04, Synergy_Loewe=-2.52, Synergy_HSA=0.273. Drug 1: CCC1=CC2CC(C3=C(CN(C2)C1)C4=CC=CC=C4N3)(C5=C(C=C6C(=C5)C78CCN9C7C(C=CC9)(C(C(C8N6C)(C(=O)OC)O)OC(=O)C)CC)OC)C(=O)OC.C(C(C(=O)O)O)(C(=O)O)O. (2) Drug 1: CC(CN1CC(=O)NC(=O)C1)N2CC(=O)NC(=O)C2. Drug 2: C1=CC(=CC=C1CCCC(=O)O)N(CCCl)CCCl. Cell line: SR. Synergy scores: CSS=88.6, Synergy_ZIP=5.30, Synergy_Bliss=5.24, Synergy_Loewe=6.38, Synergy_HSA=9.00. (3) Drug 1: C1CC(C1)(C(=O)O)C(=O)O.[NH2-].[NH2-].[Pt+2]. Drug 2: CC1(CCCN1)C2=NC3=C(C=CC=C3N2)C(=O)N. Cell line: T-47D. Synergy scores: CSS=2.61, Synergy_ZIP=-0.600, Synergy_Bliss=-7.15, Synergy_Loewe=-9.89, Synergy_HSA=-9.20. (4) Drug 1: CN1CCC(CC1)COC2=C(C=C3C(=C2)N=CN=C3NC4=C(C=C(C=C4)Br)F)OC. Drug 2: N.N.Cl[Pt+2]Cl. Cell line: NCI-H460. Synergy scores: CSS=10.9, Synergy_ZIP=3.98, Synergy_Bliss=9.01, Synergy_Loewe=6.48, Synergy_HSA=7.70. (5) Drug 1: C1=NC2=C(N=C(N=C2N1C3C(C(C(O3)CO)O)F)Cl)N. Drug 2: COC1=C2C(=CC3=C1OC=C3)C=CC(=O)O2. Cell line: SF-268. Synergy scores: CSS=6.35, Synergy_ZIP=0.163, Synergy_Bliss=2.09, Synergy_Loewe=-2.20, Synergy_HSA=0.383. (6) Drug 2: CCC1(C2=C(COC1=O)C(=O)N3CC4=CC5=C(C=CC(=C5CN(C)C)O)N=C4C3=C2)O.Cl. Synergy scores: CSS=8.45, Synergy_ZIP=-6.50, Synergy_Bliss=-0.671, Synergy_Loewe=-18.8, Synergy_HSA=-1.29. Cell line: OVCAR-5. Drug 1: C1=CC(=CC=C1C#N)C(C2=CC=C(C=C2)C#N)N3C=NC=N3.